From a dataset of NCI-60 drug combinations with 297,098 pairs across 59 cell lines. Regression. Given two drug SMILES strings and cell line genomic features, predict the synergy score measuring deviation from expected non-interaction effect. Drug 1: CC1=C2C(C(=O)C3(C(CC4C(C3C(C(C2(C)C)(CC1OC(=O)C(C(C5=CC=CC=C5)NC(=O)OC(C)(C)C)O)O)OC(=O)C6=CC=CC=C6)(CO4)OC(=O)C)OC)C)OC. Drug 2: CC1OCC2C(O1)C(C(C(O2)OC3C4COC(=O)C4C(C5=CC6=C(C=C35)OCO6)C7=CC(=C(C(=C7)OC)O)OC)O)O. Cell line: ACHN. Synergy scores: CSS=53.2, Synergy_ZIP=-3.62, Synergy_Bliss=-4.17, Synergy_Loewe=0.628, Synergy_HSA=2.02.